Predict the product of the given reaction. From a dataset of Forward reaction prediction with 1.9M reactions from USPTO patents (1976-2016). (1) Given the reactants [CH3:1][O:2][C:3]1[CH:4]=[C:5]([C:11]2[CH:20]=[C:19]3[C:14]([CH:15]=[CH:16][CH:17]=[N:18]3)=[C:13]([O:21][CH2:22][C@H:23]3[CH2:27][N:26]([C@@H](C4C=CC=CC=4)C)[C:25](=[O:36])[N:24]3[CH3:37])[N:12]=2)[CH:6]=[CH:7][C:8]=1[O:9][CH3:10], predict the reaction product. The product is: [CH3:1][O:2][C:3]1[CH:4]=[C:5]([C:11]2[CH:20]=[C:19]3[C:14]([CH:15]=[CH:16][CH:17]=[N:18]3)=[C:13]([O:21][CH2:22][C@@H:23]3[N:24]([CH3:37])[C:25](=[O:36])[NH:26][CH2:27]3)[N:12]=2)[CH:6]=[CH:7][C:8]=1[O:9][CH3:10]. (2) Given the reactants Cl.[C:2]([C:4]1[CH:17]=[CH:16][C:7]([CH2:8][N:9]2[CH2:14][CH2:13][NH:12][CH2:11][C:10]2=[O:15])=[CH:6][CH:5]=1)#[N:3].[Br:18][CH2:19][C:20]1[CH:21]=[C:22]([S:26](Cl)(=[O:28])=[O:27])[CH:23]=[CH:24][CH:25]=1, predict the reaction product. The product is: [Br:18][CH2:19][C:20]1[CH:21]=[C:22]([S:26]([N:12]2[CH2:13][CH2:14][N:9]([CH2:8][C:7]3[CH:6]=[CH:5][C:4]([C:2]#[N:3])=[CH:17][CH:16]=3)[C:10](=[O:15])[CH2:11]2)(=[O:28])=[O:27])[CH:23]=[CH:24][CH:25]=1. (3) The product is: [O:1]=[C:2]([CH2:6][C:7]1[CH:12]=[CH:11][CH:10]=[CH:9][CH:8]=1)[C:3]([O:5][CH3:13])=[O:4]. Given the reactants [O:1]=[C:2]([CH2:6][C:7]1[CH:12]=[CH:11][CH:10]=[CH:9][CH:8]=1)[C:3]([OH:5])=[O:4].[CH2:13]1CCN2C(=NCCC2)CC1.IC.Cl, predict the reaction product. (4) Given the reactants [F:1][C:2]([F:35])([F:34])[C:3]1[CH:4]=[C:5]([CH:27]=[C:28]([C:30]([F:33])([F:32])[F:31])[CH:29]=1)[C:6]([N:8]1[CH2:26][CH2:25][C:11]2([N:15]([C:16]3[CH:21]=[CH:20][CH:19]=[CH:18][C:17]=3[CH3:22])[CH:14]([CH3:23])[NH:13][C:12]2=[O:24])[CH2:10][CH2:9]1)=[O:7].[CH3:36]I, predict the reaction product. The product is: [F:35][C:2]([F:1])([F:34])[C:3]1[CH:4]=[C:5]([CH:27]=[C:28]([C:30]([F:33])([F:32])[F:31])[CH:29]=1)[C:6]([N:8]1[CH2:9][CH2:10][C:11]2([N:15]([C:16]3[CH:21]=[CH:20][CH:19]=[CH:18][C:17]=3[CH3:22])[CH:14]([CH3:23])[N:13]([CH3:36])[C:12]2=[O:24])[CH2:25][CH2:26]1)=[O:7]. (5) Given the reactants [CH3:1][O:2][C:3]1[CH:4]=[C:5]2[C:10](=[CH:11][C:12]=1[O:13][CH3:14])[N:9]=[CH:8][CH:7]=[C:6]2[O:15][C:16]1[CH:22]=[CH:21][C:19]([NH2:20])=[CH:18][CH:17]=1.[C:23]1(C)C=CC=CC=1.C(N(CC)CC)C.ClC(Cl)(O[C:41](=[O:47])[O:42][C:43](Cl)(Cl)Cl)Cl.[F:49][C:50]([F:62])([F:61])[O:51][C:52]1[CH:60]=[CH:59][C:55](C(O)C)=[CH:54][CH:53]=1, predict the reaction product. The product is: [CH3:1][O:2][C:3]1[CH:4]=[C:5]2[C:10](=[CH:11][C:12]=1[O:13][CH3:14])[N:9]=[CH:8][CH:7]=[C:6]2[O:15][C:16]1[CH:22]=[CH:21][C:19]([NH:20][C:41](=[O:47])[O:42][CH:43]([C:59]2[CH:55]=[CH:54][CH:53]=[C:52]([O:51][C:50]([F:49])([F:61])[F:62])[CH:60]=2)[CH3:23])=[CH:18][CH:17]=1. (6) Given the reactants [N+:1]([C:4]1[CH:5]=[C:6]([C:9]([O:11][CH3:12])=[O:10])[NH:7][CH:8]=1)([O-])=O.[CH2:13](Cl)[Cl:14].CO, predict the reaction product. The product is: [ClH:14].[NH2:1][C:4]1[CH:5]=[C:6]([C:9]([O:11][CH3:12])=[O:10])[N:7]([CH3:13])[CH:8]=1.